Dataset: Reaction yield outcomes from USPTO patents with 853,638 reactions. Task: Predict the reaction yield, written as a fraction of the theoretical maximum amount of product (1.0 means a 100% yield; for example, 0.34 means a 34% yield). (1) The reactants are [OH-].[Na+].Cl[C:4]1[N:9]=[C:8](Cl)[N:7]=[C:6](Cl)[N:5]=1.[CH2:12]([NH2:15])[CH2:13][CH3:14]. The catalyst is CC(C)=O.O. The product is [CH2:12]([NH:15][C:4]1[N:9]=[C:8]([NH:15][CH2:12][CH2:13][CH3:14])[N:7]=[CH:6][N:5]=1)[CH2:13][CH3:14]. The yield is 0.850. (2) The reactants are [Cl:1][C:2]1[CH:3]=[C:4]([NH:8][S:9]([C:12]2[CH:13]=[C:14]3[C:18](=[CH:19][CH:20]=2)[NH:17][C:16](=[O:21])[CH2:15]3)(=[O:11])=[O:10])[CH:5]=[CH:6][CH:7]=1.[N:22]1([CH2:27][CH2:28][NH:29][C:30]([C:32]2[C:36]([CH3:37])=[C:35]([CH:38]=O)[NH:34][C:33]=2[CH3:40])=[O:31])[CH2:26][CH2:25][CH2:24][CH2:23]1. No catalyst specified. The product is [N:22]1([CH2:27][CH2:28][NH:29][C:30]([C:32]2[C:36]([CH3:37])=[C:35]([CH:38]=[C:15]3[C:14]4[C:18](=[CH:19][CH:20]=[C:12]([S:9](=[O:11])(=[O:10])[NH:8][C:4]5[CH:5]=[CH:6][CH:7]=[C:2]([Cl:1])[CH:3]=5)[CH:13]=4)[NH:17][C:16]3=[O:21])[NH:34][C:33]=2[CH3:40])=[O:31])[CH2:26][CH2:25][CH2:24][CH2:23]1. The yield is 0.690. (3) The reactants are [F:1][C:2]([F:18])([F:17])[C:3]1[CH:8]=[CH:7][CH:6]=[CH:5][C:4]=1[CH2:9][C:10]([O:12][C:13]([CH3:16])([CH3:15])[CH3:14])=[O:11].[H-].[Na+].[Cl:21][CH2:22][CH2:23][CH2:24]I.O. The catalyst is CN(C=O)C. The product is [Cl:21][CH2:22][CH2:23][CH2:24][CH:9]([C:4]1[CH:5]=[CH:6][CH:7]=[CH:8][C:3]=1[C:2]([F:17])([F:18])[F:1])[C:10]([O:12][C:13]([CH3:14])([CH3:15])[CH3:16])=[O:11]. The yield is 0.910.